Task: Predict the reaction yield, written as a fraction of the theoretical maximum amount of product (1.0 means a 100% yield; for example, 0.34 means a 34% yield).. Dataset: Reaction yield outcomes from USPTO patents with 853,638 reactions The reactants are [CH2:1]([N:8]([CH2:16][CH2:17][OH:18])[C:9]([CH2:11][O:12][C:13](=[O:15])[CH3:14])=[O:10])[C:2]1[CH:7]=[CH:6][CH:5]=[CH:4][CH:3]=1.CS(C)=O.C(N(CC)C(C)C)(C)C.N1C=CC=CC=1. The catalyst is C(OCC)(=O)C. The product is [CH2:1]([N:8]([CH2:16][CH:17]=[O:18])[C:9]([CH2:11][O:12][C:13](=[O:15])[CH3:14])=[O:10])[C:2]1[CH:3]=[CH:4][CH:5]=[CH:6][CH:7]=1. The yield is 0.570.